Task: Predict which catalyst facilitates the given reaction.. Dataset: Catalyst prediction with 721,799 reactions and 888 catalyst types from USPTO (1) Reactant: [Br:1][C:2]1[CH:3]=[C:4]2[C:9](=[C:10]([O:12]C)[CH:11]=1)[C:8](=[O:14])[CH2:7][CH2:6][C:5]2([CH3:16])[CH3:15].ClCCl.[Cl-].[Al+3].[Cl-].[Cl-]. Product: [Br:1][C:2]1[CH:3]=[C:4]2[C:9](=[C:10]([OH:12])[CH:11]=1)[C:8](=[O:14])[CH2:7][CH2:6][C:5]2([CH3:16])[CH3:15]. The catalyst class is: 6. (2) Reactant: [Br:1][C:2]1[CH:7]=[CH:6][C:5]([C:8](=O)[CH:9]=[C:10]([N:12](C)C)[CH3:11])=[CH:4][CH:3]=1.[NH2:16]N. Product: [Br:1][C:2]1[CH:7]=[CH:6][C:5]([C:8]2[NH:16][N:12]=[C:10]([CH3:11])[CH:9]=2)=[CH:4][CH:3]=1. The catalyst class is: 8. (3) Reactant: [NH2:1][C:2]1[CH:10]=[C:9]([O:11][CH3:12])[CH:8]=[C:7]([O:13][CH3:14])[C:3]=1[C:4]([NH2:6])=[O:5].[OH:15][CH2:16][CH2:17][CH2:18][C:19]1[C:26]([CH3:27])=[CH:25][C:22]([CH:23]=O)=[CH:21][C:20]=1[CH3:28].OS([O-])=O.[Na+].CC1C=CC(S(O)(=O)=O)=CC=1. Product: [OH:15][CH2:16][CH2:17][CH2:18][C:19]1[C:26]([CH3:27])=[CH:25][C:22]([C:23]2[NH:6][C:4](=[O:5])[C:3]3[C:2](=[CH:10][C:9]([O:11][CH3:12])=[CH:8][C:7]=3[O:13][CH3:14])[N:1]=2)=[CH:21][C:20]=1[CH3:28]. The catalyst class is: 80.